Dataset: NCI-60 drug combinations with 297,098 pairs across 59 cell lines. Task: Regression. Given two drug SMILES strings and cell line genomic features, predict the synergy score measuring deviation from expected non-interaction effect. (1) Drug 1: CCC1=CC2CC(C3=C(CN(C2)C1)C4=CC=CC=C4N3)(C5=C(C=C6C(=C5)C78CCN9C7C(C=CC9)(C(C(C8N6C)(C(=O)OC)O)OC(=O)C)CC)OC)C(=O)OC.C(C(C(=O)O)O)(C(=O)O)O. Drug 2: CN(C)C1=NC(=NC(=N1)N(C)C)N(C)C. Cell line: MOLT-4. Synergy scores: CSS=68.1, Synergy_ZIP=-0.735, Synergy_Bliss=-2.30, Synergy_Loewe=-61.3, Synergy_HSA=-5.10. (2) Drug 1: C1CCC(CC1)NC(=O)N(CCCl)N=O. Drug 2: CCCCCOC(=O)NC1=NC(=O)N(C=C1F)C2C(C(C(O2)C)O)O. Cell line: MDA-MB-435. Synergy scores: CSS=6.63, Synergy_ZIP=1.08, Synergy_Bliss=1.95, Synergy_Loewe=-3.90, Synergy_HSA=-3.28.